From a dataset of Catalyst prediction with 721,799 reactions and 888 catalyst types from USPTO. Predict which catalyst facilitates the given reaction. (1) Reactant: [BrH:1].N[C:3]1[CH:10]=[CH:9][C:6]([C:7]#[N:8])=[CH:5][CH:4]=1.CC1(C)N([O])C(C)(C)CCC1.N([O-])=O.[Na+].[OH-].[Na+]. Product: [Br:1][C:3]1[CH:10]=[CH:9][C:6]([C:7]#[N:8])=[CH:5][CH:4]=1. The catalyst class is: 6. (2) Reactant: [CH3:1][C@:2]12[C@@:19]3([CH3:20])[C@@H:10]([C@:11]4([CH3:32])[C@@H:16]([CH2:17][CH2:18]3)[C:15]([CH3:22])([CH3:21])[C:14]([C:23]3[CH:31]=[CH:30][C:26]([C:27]([OH:29])=[O:28])=[CH:25][CH:24]=3)=[CH:13][CH2:12]4)[CH2:9][CH2:8][C@@H:7]1[C@H:6]1[C@H:33]([C:36]([CH3:38])=[CH2:37])[CH2:34][CH2:35][C@:5]1([CH2:39][NH:40][C:41](=[O:45])[CH2:42][NH:43][CH3:44])[CH2:4][CH2:3]2.C=O.[C:48](O)(=O)C.C([BH3-])#N.[Na+]. Product: [CH3:44][N:43]([CH3:48])[CH2:42][C:41]([NH:40][CH2:39][C@:5]12[CH2:35][CH2:34][C@@H:33]([C:36]([CH3:38])=[CH2:37])[C@@H:6]1[C@@H:7]1[C@@:2]([CH3:1])([CH2:3][CH2:4]2)[C@@:19]2([CH3:20])[C@@H:10]([C@:11]3([CH3:32])[C@@H:16]([CH2:17][CH2:18]2)[C:15]([CH3:21])([CH3:22])[C:14]([C:23]2[CH:31]=[CH:30][C:26]([C:27]([OH:29])=[O:28])=[CH:25][CH:24]=2)=[CH:13][CH2:12]3)[CH2:9][CH2:8]1)=[O:45]. The catalyst class is: 5. (3) Reactant: [CH2:1]([N:3]1[CH2:8][C:7]([CH3:10])([CH3:9])[O:6][C:5](=[O:11])[CH:4]1[CH2:12][C:13]([OH:15])=O)[CH3:2].C(N(C(C)C)CC)(C)C.CN(C(ON1N=NC2C=CC=NC1=2)=[N+](C)C)C.F[P-](F)(F)(F)(F)F.[C:49]1([C:55]2[CH:56]=[C:57]([CH:60]=[CH:61][CH:62]=2)[CH2:58][NH2:59])[CH:54]=[CH:53][CH:52]=[CH:51][CH:50]=1. Product: [C:55]1([C:49]2[CH:54]=[CH:53][CH:52]=[CH:51][CH:50]=2)[CH:62]=[CH:61][CH:60]=[C:57]([CH2:58][NH:59][C:13](=[O:15])[CH2:12][CH:4]2[C:5](=[O:11])[O:6][C:7]([CH3:9])([CH3:10])[CH2:8][N:3]2[CH2:1][CH3:2])[CH:56]=1. The catalyst class is: 3. (4) The catalyst class is: 1. Product: [CH2:1]([O:8][C@H:9]([C@@H:14]([CH2:15][O:16][CH2:17][C:18]1[CH:23]=[CH:22][CH:21]=[CH:20][CH:19]=1)[OH:13])[C@H:10]([OH:24])[CH2:11][CH:12]=[O:28])[C:2]1[CH:7]=[CH:6][CH:5]=[CH:4][CH:3]=1. Reactant: [CH2:1]([O:8][C@@H:9]1[C@@H:14]([CH2:15][O:16][CH2:17][C:18]2[CH:23]=[CH:22][CH:21]=[CH:20][CH:19]=2)[O:13][CH:12]=[CH:11][C@H:10]1[OH:24])[C:2]1[CH:7]=[CH:6][CH:5]=[CH:4][CH:3]=1.O.Br.C(=O)([O-])[O-:28].[Na+].[Na+].